The task is: Predict which catalyst facilitates the given reaction.. This data is from Catalyst prediction with 721,799 reactions and 888 catalyst types from USPTO. (1) Reactant: Br[C:2]1[CH:41]=[CH:40][C:5]([O:6][C:7]2[CH:8]=[C:9]([S:32][C:33]3[CH:38]=[CH:37][CH:36]=[CH:35][C:34]=3[Cl:39])[C:10]([NH:13][C:14]3[S:18][N:17]=[C:16]([CH:19]4[CH2:24][CH2:23][N:22]([C:25]([O:27][C:28]([CH3:31])([CH3:30])[CH3:29])=[O:26])[CH2:21][CH2:20]4)[N:15]=3)=[N:11][CH:12]=2)=[CH:4][CH:3]=1.C[Li].C([Li])CCC.CN(C)[CH:51]=[O:52].[NH4+].[Cl-]. Product: [Cl:39][C:34]1[CH:35]=[CH:36][CH:37]=[CH:38][C:33]=1[S:32][C:9]1[C:10]([NH:13][C:14]2[S:18][N:17]=[C:16]([CH:19]3[CH2:24][CH2:23][N:22]([C:25]([O:27][C:28]([CH3:31])([CH3:30])[CH3:29])=[O:26])[CH2:21][CH2:20]3)[N:15]=2)=[N:11][CH:12]=[C:7]([O:6][C:5]2[CH:40]=[CH:41][C:2]([CH:51]=[O:52])=[CH:3][CH:4]=2)[CH:8]=1. The catalyst class is: 1. (2) Reactant: [Cl:1][C:2]1[CH:3]=[C:4]([C:12]2[O:16][N:15]=[C:14]([C:17]3[CH:26]=[CH:25][CH:24]=[C:23]4[C:18]=3[CH2:19][CH2:20][N:21](C(OC(C)(C)C)=O)[CH2:22]4)[N:13]=2)[CH:5]=[CH:6][C:7]=1[O:8][CH:9]([CH3:11])[CH3:10]. Product: [ClH:1].[Cl:1][C:2]1[CH:3]=[C:4]([C:12]2[O:16][N:15]=[C:14]([C:17]3[CH:26]=[CH:25][CH:24]=[C:23]4[C:18]=3[CH2:19][CH2:20][NH:21][CH2:22]4)[N:13]=2)[CH:5]=[CH:6][C:7]=1[O:8][CH:9]([CH3:11])[CH3:10]. The catalyst class is: 89. (3) Reactant: [CH2:1]([O:8][C:9]1[CH:16]=[CH:15][C:12]([CH:13]=[O:14])=[CH:11][C:10]=1[OH:17])[C:2]1[CH:7]=[CH:6][CH:5]=[CH:4][CH:3]=1.[H-].[Na+].I[CH2:21][CH2:22][CH2:23][CH2:24][CH2:25][CH2:26][CH2:27][CH3:28].[NH4+].[Cl-]. Product: [CH2:1]([O:8][C:9]1[CH:16]=[CH:15][C:12]([CH:13]=[O:14])=[CH:11][C:10]=1[O:17][CH2:21][CH2:22][CH2:23][CH2:24][CH2:25][CH2:26][CH2:27][CH3:28])[C:2]1[CH:3]=[CH:4][CH:5]=[CH:6][CH:7]=1. The catalyst class is: 3. (4) Reactant: [NH:1]1[CH2:4][CH:3]([CH:5]2[CH2:10][O:9][C:8]3[CH:11]=[CH:12][C:13]([C@H:15]([CH:22]4[CH2:24][CH2:23]4)[C@H:16]([CH3:21])[C:17]([O:19][CH3:20])=[O:18])=[CH:14][C:7]=3[O:6]2)[CH2:2]1.[F:25][C:26]([F:40])([F:39])[C:27]1[CH:34]=[CH:33][C:32]([C:35]([F:38])([F:37])[F:36])=[CH:31][C:28]=1[CH2:29]Br.C([O-])([O-])=O.[K+].[K+]. Product: [F:25][C:26]([F:39])([F:40])[C:27]1[CH:34]=[CH:33][C:32]([C:35]([F:38])([F:36])[F:37])=[CH:31][C:28]=1[CH2:29][N:1]1[CH2:4][CH:3]([CH:5]2[CH2:10][O:9][C:8]3[CH:11]=[CH:12][C:13]([C@H:15]([CH:22]4[CH2:23][CH2:24]4)[C@H:16]([CH3:21])[C:17]([O:19][CH3:20])=[O:18])=[CH:14][C:7]=3[O:6]2)[CH2:2]1. The catalyst class is: 18. (5) Reactant: [Cl:1][C:2]1[CH:3]=[C:4]([CH:7]=[CH:8][CH:9]=1)[CH2:5]Br.[C-:10]#[N:11].[Na+]. Product: [Cl:1][C:2]1[CH:3]=[C:4]([CH2:5][C:10]#[N:11])[CH:7]=[CH:8][CH:9]=1. The catalyst class is: 8. (6) Reactant: [OH:1][C:2]1[CH:10]=[CH:9][CH:8]=[C:7]2[C:3]=1[CH:4]=[CH:5][NH:6]2.C(=O)([O-])[O-].[K+].[K+].[Br:17][CH:18]([C:24]([O:26][CH2:27][CH3:28])=[O:25])[C:19]([O:21][CH2:22][CH3:23])=[O:20]. Product: [Br:17][C:18]([O:1][C:2]1[CH:10]=[CH:9][CH:8]=[C:7]2[C:3]=1[CH:4]=[CH:5][NH:6]2)([C:24]([O:26][CH2:27][CH3:28])=[O:25])[C:19]([O:21][CH2:22][CH3:23])=[O:20].[NH:6]1[C:7]2[C:3](=[C:2]([O:1][CH:18]([C:19]([O:21][CH2:22][CH3:23])=[O:20])[C:24]([O:26][CH2:27][CH3:28])=[O:25])[CH:10]=[CH:9][CH:8]=2)[CH:4]=[CH:5]1. The catalyst class is: 21.